This data is from HIV replication inhibition screening data with 41,000+ compounds from the AIDS Antiviral Screen. The task is: Binary Classification. Given a drug SMILES string, predict its activity (active/inactive) in a high-throughput screening assay against a specified biological target. (1) The molecule is CC(CS(=O)(=O)O)NC(CO)(CO)CO. The result is 0 (inactive). (2) The drug is CCOC(=O)CC(C)=NNC(=O)c1ccncc1. The result is 0 (inactive). (3) The compound is CC(C)OP(=O)(OC(C)C)C(=NNc1ccccc1[N+](=O)[O-])NNC(=O)c1ccccc1. The result is 0 (inactive). (4) The molecule is CC(=O)NC(Cc1ccc(Cl)cc1)C(=O)NC(Cc1ccc(Cl)cc1)C(=O)NC(Cc1cccnc1)C(=O)NC(CO)C(=O)NC(Cc1ccc(O)cc1)C(=O)NC(CCCNC(=N)N)C(=O)NC(CC(C)C)C(=O)NC(CCCNC(=N)N)C(=O)N1CCCC1C(=O)NC(C)C(=O)O. The result is 0 (inactive). (5) The drug is O=C1C=C2C(=NC34CCCCC3C(c3ccccc3)C3=C(c5ccccc5CC3)N24)c2ccccc21. The result is 1 (active).